From a dataset of Full USPTO retrosynthesis dataset with 1.9M reactions from patents (1976-2016). Predict the reactants needed to synthesize the given product. (1) Given the product [Br:1][C:2]1[CH:3]=[C:4]([N+:12]([O-:14])=[O:13])[C:5]2[N:9]=[C:8]([CH3:10])[N:7]([CH2:16][C:17]3[C:26]4[C:21](=[CH:22][CH:23]=[CH:24][CH:25]=4)[CH:20]=[CH:19][CH:18]=3)[C:6]=2[CH:11]=1, predict the reactants needed to synthesize it. The reactants are: [Br:1][C:2]1[CH:3]=[C:4]([N+:12]([O-:14])=[O:13])[C:5]2[N:9]=[C:8]([CH3:10])[NH:7][C:6]=2[CH:11]=1.Br[CH2:16][C:17]1[C:26]2[C:21](=[CH:22][CH:23]=[CH:24][CH:25]=2)[CH:20]=[CH:19][CH:18]=1.C([O-])([O-])=O.[K+].[K+]. (2) Given the product [F:1][C:2]1[CH:11]=[CH:10][C:5]2[S:6][C:7]([I:17])=[C:8]([CH3:9])[C:4]=2[CH:3]=1, predict the reactants needed to synthesize it. The reactants are: [F:1][C:2]1[CH:11]=[CH:10][C:5]2[S:6][CH:7]=[C:8]([CH3:9])[C:4]=2[CH:3]=1.C([Li])CCC.[I:17]I. (3) Given the product [CH2:1]([O:3][C:4]([C:6]1[C:7]2[S:15][CH:14]=[C:13]([CH2:16][O:17][C:18]3[CH:23]=[C:22]([NH2:24])[CH:21]=[CH:20][C:19]=3[CH3:27])[C:8]=2[CH:9]=[N:10][CH:11]=1)=[O:5])[CH3:2], predict the reactants needed to synthesize it. The reactants are: [CH2:1]([O:3][C:4]([C:6]1[C:7]2[S:15][CH:14]=[C:13]([CH2:16][O:17][C:18]3[CH:23]=[C:22]([N+:24]([O-])=O)[CH:21]=[CH:20][C:19]=3[CH3:27])[C:8]=2[C:9](Cl)=[N:10][CH:11]=1)=[O:5])[CH3:2].[NH4+].[Cl-]. (4) Given the product [NH2:11][CH2:12][CH2:13][CH2:14][C@@H:15]([NH:24][C:25](=[O:53])[CH2:26][C@H:27]([O:39][C:40](=[O:52])[CH2:41][CH2:42][CH2:43][CH2:44][CH2:45][CH2:46][CH2:47][CH2:48][CH2:49][CH2:50][CH3:51])[CH2:28][CH2:29][CH2:30][CH2:31][CH2:32][CH2:33][CH2:34][CH2:35][CH2:36][CH2:37][CH3:38])[CH2:16][O:17][CH:18]1[CH2:23][CH2:22][CH2:21][CH2:20][O:19]1, predict the reactants needed to synthesize it. The reactants are: C(OC([NH:11][CH2:12][CH2:13][CH2:14][C@@H:15]([NH:24][C:25](=[O:53])[CH2:26][C@H:27]([O:39][C:40](=[O:52])[CH2:41][CH2:42][CH2:43][CH2:44][CH2:45][CH2:46][CH2:47][CH2:48][CH2:49][CH2:50][CH3:51])[CH2:28][CH2:29][CH2:30][CH2:31][CH2:32][CH2:33][CH2:34][CH2:35][CH2:36][CH2:37][CH3:38])[CH2:16][O:17][CH:18]1[CH2:23][CH2:22][CH2:21][CH2:20][O:19]1)=O)C1C=CC=CC=1.C(N(CC)CC)C.[H][H]. (5) Given the product [Br:1][C:2]1[CH:7]=[CH:6][C:5]([I:8])=[CH:4][C:3]=1[CH2:9][C:11]1[CH:20]=[CH:19][C:14]2[O:15][CH2:16][CH2:17][O:18][C:13]=2[CH:12]=1, predict the reactants needed to synthesize it. The reactants are: [Br:1][C:2]1[CH:7]=[CH:6][C:5]([I:8])=[CH:4][C:3]=1[C:9]([C:11]1[CH:20]=[CH:19][C:14]2[O:15][CH2:16][CH2:17][O:18][C:13]=2[CH:12]=1)=O.C([SiH](CC)CC)C.B(F)(F)F.CCOCC. (6) Given the product [Cl:1][C:2]1[CH:3]=[C:4]([F:11])[C:5]([C:8]([O:10][CH3:12])=[O:9])=[N:6][CH:7]=1, predict the reactants needed to synthesize it. The reactants are: [Cl:1][C:2]1[CH:3]=[C:4]([F:11])[C:5]([C:8]([OH:10])=[O:9])=[N:6][CH:7]=1.[CH3:12][Si](C=[N+]=[N-])(C)C. (7) Given the product [O:15]1[C:19]2[CH:20]=[CH:21][C:22]([C:2]3[N:7]=[N:6][C:5]([NH2:8])=[N:4][C:3]=3[C:9]3[CH:14]=[CH:13][CH:12]=[CH:11][CH:10]=3)=[CH:23][C:18]=2[CH:17]=[CH:16]1, predict the reactants needed to synthesize it. The reactants are: Br[C:2]1[N:7]=[N:6][C:5]([NH2:8])=[N:4][C:3]=1[C:9]1[CH:14]=[CH:13][CH:12]=[CH:11][CH:10]=1.[O:15]1[C:19]2[CH:20]=[CH:21][C:22](B(O)O)=[CH:23][C:18]=2[CH:17]=[CH:16]1.